This data is from Forward reaction prediction with 1.9M reactions from USPTO patents (1976-2016). The task is: Predict the product of the given reaction. (1) Given the reactants [OH-].[Na+].[Cl:3][C:4]1[C:5]([O:18][CH2:19][O:20][CH3:21])=[CH:6][C:7]([O:14][CH2:15][O:16][CH3:17])=[C:8]([CH:13]=1)[C:9]([O:11]C)=[O:10], predict the reaction product. The product is: [Cl:3][C:4]1[C:5]([O:18][CH2:19][O:20][CH3:21])=[CH:6][C:7]([O:14][CH2:15][O:16][CH3:17])=[C:8]([CH:13]=1)[C:9]([OH:11])=[O:10]. (2) The product is: [CH3:1][C:2]1[CH:3]=[C:4]([CH:8]=[C:9]([CH3:11])[CH:10]=1)[C:5]([Cl:14])=[O:6]. Given the reactants [CH3:1][C:2]1[CH:3]=[C:4]([CH:8]=[C:9]([CH3:11])[CH:10]=1)[C:5](O)=[O:6].S(Cl)([Cl:14])=O.S(=O)=O.Cl, predict the reaction product. (3) Given the reactants [CH2:1]([N:8]1[N:12]=[C:11]([CH:13]2[CH2:18][CH2:17][N:16]([C:19]3[CH:24]=[CH:23][C:22]([N+:25]([O-])=O)=[CH:21][C:20]=3[F:28])[CH2:15][CH2:14]2)[O:10][C:9]1=[O:29])[C:2]1[CH:7]=[CH:6][CH:5]=[CH:4][CH:3]=1.O.O.Cl[Sn]Cl, predict the reaction product. The product is: [NH2:25][C:22]1[CH:23]=[CH:24][C:19]([N:16]2[CH2:15][CH2:14][CH:13]([C:11]3[O:10][C:9](=[O:29])[N:8]([CH2:1][C:2]4[CH:7]=[CH:6][CH:5]=[CH:4][CH:3]=4)[N:12]=3)[CH2:18][CH2:17]2)=[C:20]([F:28])[CH:21]=1. (4) The product is: [C:1]([O:5][C:6](=[O:23])[NH:7][C:8]1[CH:13]=[C:12]([N:14]([CH2:16][CH:17]([CH3:18])[CH3:19])[CH3:15])[C:11]([C:20]#[N:21])=[CH:10][C:9]=1[NH:22][C:29](=[O:28])[CH2:30][C:31](=[O:51])[C:32]1[CH:37]=[CH:36][CH:35]=[C:34]([N:38]2[C:42]([CH2:43][O:44][CH:45]3[CH2:50][CH2:49][CH2:48][CH2:47][O:46]3)=[CH:41][N:40]=[N:39]2)[CH:33]=1)([CH3:3])([CH3:4])[CH3:2]. Given the reactants [C:1]([O:5][C:6](=[O:23])[NH:7][C:8]1[CH:13]=[C:12]([N:14]([CH2:16][CH:17]([CH3:19])[CH3:18])[CH3:15])[C:11]([C:20]#[N:21])=[CH:10][C:9]=1[NH2:22])([CH3:4])([CH3:3])[CH3:2].C([O:28][C:29](=O)[CH2:30][C:31](=[O:51])[C:32]1[CH:37]=[CH:36][CH:35]=[C:34]([N:38]2[C:42]([CH2:43][O:44][CH:45]3[CH2:50][CH2:49][CH2:48][CH2:47][O:46]3)=[CH:41][N:40]=[N:39]2)[CH:33]=1)(C)(C)C, predict the reaction product. (5) Given the reactants [F:1][C:2]1[CH:3]=[C:4]2[C:8](=[CH:9][CH:10]=1)[N:7]([CH2:11][C:12]1[C:21]3[C:16](=[CH:17][CH:18]=[CH:19][CH:20]=3)[CH:15]=[CH:14][CH:13]=1)[C:6]1[C:22](=[O:27])[O:23][C:24](=[O:26])[CH2:25][C:5]2=1.[NH:28]1[CH2:33][CH2:32][NH:31][CH2:30][CH2:29]1, predict the reaction product. The product is: [F:1][C:2]1[CH:3]=[C:4]2[C:8](=[CH:9][CH:10]=1)[N:7]([CH2:11][C:12]1[C:21]3[C:16](=[CH:17][CH:18]=[CH:19][CH:20]=3)[CH:15]=[CH:14][CH:13]=1)[C:6]([C:22]([OH:23])=[O:27])=[C:5]2[CH2:25][C:24](=[O:26])[N:28]1[CH2:33][CH2:32][NH:31][CH2:30][CH2:29]1. (6) Given the reactants [CH3:1][C:2]1[C:7](/[CH:8]=[CH:9]/[C:10](/[CH3:20])=[CH:11]/[CH:12]=[CH:13]/[C:14](/[CH3:19])=[CH:15]\[C:16]([OH:18])=[O:17])=[C:6]([CH3:21])[C:5]([CH3:22])=[C:4]([O:23][CH3:24])[CH:3]=1, predict the reaction product. The product is: [CH3:1][C:2]1[C:7](/[CH:8]=[CH:9]/[C:10](/[CH3:20])=[CH:11]/[CH:12]=[CH:13]/[C:14](/[CH3:19])=[CH:15]/[C:16]([OH:18])=[O:17])=[C:6]([CH3:21])[C:5]([CH3:22])=[C:4]([O:23][CH3:24])[CH:3]=1. (7) Given the reactants [Cl:1][C:2]1[N:10]=[C:9]2[C:5]([N:6]=[C:7]([CH:12]=O)[N:8]2[CH3:11])=[C:4]([N:14]2[CH2:19][CH2:18][O:17][CH2:16][CH2:15]2)[N:3]=1.[NH:20]1[CH2:23][CH:22]([N:24]2[CH2:29][CH2:28][O:27][CH2:26][CH2:25]2)[CH2:21]1.C(O[BH-](OC(=O)C)OC(=O)C)(=O)C.[Na+], predict the reaction product. The product is: [Cl:1][C:2]1[N:10]=[C:9]2[C:5]([N:6]=[C:7]([CH2:12][N:20]3[CH2:23][CH:22]([N:24]4[CH2:29][CH2:28][O:27][CH2:26][CH2:25]4)[CH2:21]3)[N:8]2[CH3:11])=[C:4]([N:14]2[CH2:19][CH2:18][O:17][CH2:16][CH2:15]2)[N:3]=1. (8) The product is: [CH3:15][C:16]1[CH:17]=[CH:18][C:19]([OH:25])=[C:20]([C:21]2[O:1][N:2]=[C:3]([C:5]3[CH:10]=[CH:9][C:8]([C:11]([F:12])([F:13])[F:14])=[CH:7][N:6]=3)[N:4]=2)[CH:24]=1. Given the reactants [OH:1][NH:2][C:3]([C:5]1[CH:10]=[CH:9][C:8]([C:11]([F:14])([F:13])[F:12])=[CH:7][N:6]=1)=[NH:4].[CH3:15][C:16]1[CH:24]=[C:20]([C:21](O)=O)[C:19]([OH:25])=[CH:18][CH:17]=1, predict the reaction product. (9) Given the reactants [H-].[Na+].C(O)CCC.[CH3:8][CH:9]([C:13]([NH2:15])=[O:14])[C:10]([NH2:12])=[O:11].[F:16][C:17]([F:24])([F:23])[C:18](OCC)=O, predict the reaction product. The product is: [CH3:8][C:9]1[C:13]([OH:14])=[N:15][C:18]([C:17]([F:24])([F:23])[F:16])=[N:12][C:10]=1[OH:11]. (10) Given the reactants C([O:5][C:6](=[O:36])[C:7]1[CH:12]=[CH:11][CH:10]=[C:9]([CH2:13][CH:14]([NH:28][C:29](=[O:33])[CH2:30][CH2:31][CH3:32])[B:15]2[O:23]C3C(C)(C4CC(C3)C4(C)C)[O:16]2)[C:8]=1OC)(C)(C)C.B(Br)(Br)Br, predict the reaction product. The product is: [C:29]([NH:28][CH:14]1[CH2:13][C:9]2[CH:10]=[CH:11][CH:12]=[C:7]([C:6]([OH:5])=[O:36])[C:8]=2[O:23][B:15]1[OH:16])(=[O:33])[CH2:30][CH2:31][CH3:32].